This data is from Forward reaction prediction with 1.9M reactions from USPTO patents (1976-2016). The task is: Predict the product of the given reaction. (1) The product is: [OH:13][C:8]1[C:9]([O:11][CH3:12])=[C:10]([C:22](=[O:19])[CH3:28])[C:5]([OH:4])=[CH:6][C:7]=1[O:17][CH3:18]. Given the reactants C([O:4][C:5]1[CH:10]=[C:9]([O:11][CH3:12])[C:8]([O:13]C(=O)C)=[C:7]([O:17][CH3:18])[CH:6]=1)(=O)C.[OH2:19].[NH4+].[Cl-].[C:22]1([CH3:28])C=CC=CC=1, predict the reaction product. (2) Given the reactants [Br:1][C:2]1[CH:3]=[CH:4][C:5](F)=[C:6]([CH:9]=1)[CH:7]=[O:8].Cl.[NH:12]1[CH2:16][CH2:15][CH2:14][CH:13]1[CH2:17][CH2:18][C:19]([OH:21])=[O:20].[C:22](=O)([O-])[O-].[Na+].[Na+].Cl, predict the reaction product. The product is: [Br:1][C:2]1[CH:3]=[CH:4][C:5]([N:12]2[CH2:16][CH2:15][CH2:14][CH:13]2[CH2:17][CH2:18][C:19]([O:21][CH3:22])=[O:20])=[C:6]([CH:7]=[O:8])[CH:9]=1. (3) Given the reactants [NH2:1][N:2]1[CH2:7][CH2:6][O:5][CH2:4][CH2:3]1.[CH2:8]=[C:9]1[O:13][C:11](=[O:12])[CH2:10]1, predict the reaction product. The product is: [N:2]1([NH:1][C:11](=[O:12])[CH2:10][C:9](=[O:13])[CH3:8])[CH2:7][CH2:6][O:5][CH2:4][CH2:3]1. (4) Given the reactants O=[C:2]1[N:10]2[C:6]([NH:7][C:8]3[CH:14]=[CH:13][CH:12]=[CH:11][C:9]=32)=[C:5]([C:15]#[N:16])[C:4]2[CH2:17][CH2:18][S:19][CH2:20][C:3]1=2.P(Cl)(Cl)([Cl:23])=O, predict the reaction product. The product is: [Cl:23][C:2]1[N:10]2[C:6](=[N:7][C:8]3[CH:14]=[CH:13][CH:12]=[CH:11][C:9]=32)[C:5]([C:15]#[N:16])=[C:4]2[CH2:17][CH2:18][S:19][CH2:20][C:3]=12. (5) Given the reactants [NH2:1][C:2]1[CH:3]=[C:4]([CH2:8][C:9]([NH:11][CH2:12][CH2:13][OH:14])=[O:10])[CH:5]=[CH:6][CH:7]=1.[Cl:15][C:16]1[CH:21]=[C:20]([Cl:22])[CH:19]=[C:18]([Cl:23])[C:17]=1Br.C([O-])([O-])=O.[K+].[K+].CC1(C)C2C(=C(P(C3C=CC=CC=3)C3C=CC=CC=3)C=CC=2)OC2C(P(C3C=CC=CC=3)C3C=CC=CC=3)=CC=CC1=2, predict the reaction product. The product is: [OH:14][CH2:13][CH2:12][NH:11][C:9](=[O:10])[CH2:8][C:4]1[CH:5]=[CH:6][CH:7]=[C:2]([NH:1][C:17]2[C:16]([Cl:15])=[CH:21][C:20]([Cl:22])=[CH:19][C:18]=2[Cl:23])[CH:3]=1. (6) The product is: [CH3:17][C:18]1[C:22]([C:23]([N:25]2[CH2:26][CH2:27][N:28]([CH3:31])[CH2:29][CH2:30]2)=[O:24])=[C:21]([CH3:32])[NH:20][C:19]=1[CH:33]=[C:9]1[C:8]2[C:12](=[CH:13][CH:14]=[CH:15][C:7]=2[C:1]2[CH:2]=[CH:3][CH:4]=[CH:5][CH:6]=2)[NH:11][C:10]1=[O:16]. Given the reactants [C:1]1([C:7]2[CH:15]=[CH:14][CH:13]=[C:12]3[C:8]=2[CH2:9][C:10](=[O:16])[NH:11]3)[CH:6]=[CH:5][CH:4]=[CH:3][CH:2]=1.[CH3:17][C:18]1[C:22]([C:23]([N:25]2[CH2:30][CH2:29][N:28]([CH3:31])[CH2:27][CH2:26]2)=[O:24])=[C:21]([CH3:32])[NH:20][C:19]=1[CH:33]=O.N1CCCCC1, predict the reaction product. (7) Given the reactants [F:1][C:2]1([F:19])[CH2:7][O:6][C:5]([CH3:18])([C:8]([O:10]CC2C=CC=CC=2)=[O:9])[CH2:4][CH2:3]1, predict the reaction product. The product is: [F:19][C:2]1([F:1])[CH2:7][O:6][C:5]([CH3:18])([C:8]([OH:10])=[O:9])[CH2:4][CH2:3]1.